This data is from Reaction yield outcomes from USPTO patents with 853,638 reactions. The task is: Predict the reaction yield, written as a fraction of the theoretical maximum amount of product (1.0 means a 100% yield; for example, 0.34 means a 34% yield). The reactants are [C:1]([O:5][C:6]([N:8]1[CH:13]2[CH2:14][CH2:15][CH:9]1[CH2:10][C:11](=[O:16])[CH2:12]2)=[O:7])([CH3:4])([CH3:3])[CH3:2].[Li+].CC([N-]C(C)C)C.C1C=CC(N([S:32]([C:35]([F:38])([F:37])[F:36])(=[O:34])=[O:33])[S:32]([C:35]([F:38])([F:37])[F:36])(=[O:34])=[O:33])=CC=1. The catalyst is C1COCC1. The product is [C:1]([O:5][C:6]([N:8]1[CH:13]2[CH2:14][CH2:15][CH:9]1[CH:10]=[C:11]([O:16][S:32]([C:35]([F:38])([F:37])[F:36])(=[O:34])=[O:33])[CH2:12]2)=[O:7])([CH3:4])([CH3:2])[CH3:3]. The yield is 0.900.